Task: Predict the product of the given reaction.. Dataset: Forward reaction prediction with 1.9M reactions from USPTO patents (1976-2016) (1) Given the reactants Br[C:2]1[N:6]([CH:7]([CH3:9])[CH3:8])[C:5]2[CH:10]([C:27]3[CH:32]=[CH:31][C:30]([Cl:33])=[CH:29][CH:28]=3)[N:11]([C:14]3[CH:15]=[C:16]([CH3:26])[C:17]4[N:18]([C:20]([CH:23]([F:25])[F:24])=[N:21][N:22]=4)[N:19]=3)[C:12](=[O:13])[C:4]=2[N:3]=1.[O:34]1[CH2:39][CH:38]=[C:37](B2OC(C)(C)C(C)(C)O2)[CH2:36][CH2:35]1, predict the reaction product. The product is: [Cl:33][C:30]1[CH:31]=[CH:32][C:27]([CH:10]2[C:5]3[N:6]([CH:7]([CH3:9])[CH3:8])[C:2]([C:37]4[CH2:38][CH2:39][O:34][CH2:35][CH:36]=4)=[N:3][C:4]=3[C:12](=[O:13])[N:11]2[C:14]2[CH:15]=[C:16]([CH3:26])[C:17]3[N:18]([C:20]([CH:23]([F:25])[F:24])=[N:21][N:22]=3)[N:19]=2)=[CH:28][CH:29]=1. (2) Given the reactants [Mn]([O-])(=O)(=O)=[O:2].[K+].[F:7][C:8]([F:38])([F:37])[C:9]([N:11]=[S:12]([CH2:14][C:15]1[CH:20]=[CH:19][N:18]=[C:17]([NH:21][C:22]2[CH:27]=[C:26]([C:28]3[CH:33]=[CH:32][C:31]([F:34])=[CH:30][C:29]=3[O:35][CH3:36])[N:25]=[CH:24][N:23]=2)[CH:16]=1)[CH3:13])=[O:10], predict the reaction product. The product is: [F:38][C:8]([F:7])([F:37])[C:9]([N:11]=[S:12]([CH2:14][C:15]1[CH:20]=[CH:19][N:18]=[C:17]([NH:21][C:22]2[CH:27]=[C:26]([C:28]3[CH:33]=[CH:32][C:31]([F:34])=[CH:30][C:29]=3[O:35][CH3:36])[N:25]=[CH:24][N:23]=2)[CH:16]=1)([CH3:13])=[O:2])=[O:10].